Dataset: Forward reaction prediction with 1.9M reactions from USPTO patents (1976-2016). Task: Predict the product of the given reaction. The product is: [CH2:15]([O:14][C:13]([NH:12][C:3]1([C:1](=[NH:2])[NH:23][O:24][C:25](=[CH:26][C:27]([O:29][CH2:30][CH3:31])=[O:28])[C:32]([O:34][CH2:35][CH3:36])=[O:33])[CH2:8][CH2:7][C:6]([F:11])([CH2:9][OH:10])[CH2:5][CH2:4]1)=[O:22])[C:16]1[CH:17]=[CH:18][CH:19]=[CH:20][CH:21]=1. Given the reactants [C:1]([C:3]1([NH:12][C:13](=[O:22])[O:14][CH2:15][C:16]2[CH:21]=[CH:20][CH:19]=[CH:18][CH:17]=2)[CH2:8][CH2:7][C:6]([F:11])([CH2:9][OH:10])[CH2:5][CH2:4]1)#[N:2].[NH2:23][OH:24].[C:25]([C:32]([O:34][CH2:35][CH3:36])=[O:33])#[C:26][C:27]([O:29][CH2:30][CH3:31])=[O:28], predict the reaction product.